This data is from Peptide-MHC class I binding affinity with 185,985 pairs from IEDB/IMGT. The task is: Regression. Given a peptide amino acid sequence and an MHC pseudo amino acid sequence, predict their binding affinity value. This is MHC class I binding data. (1) The peptide sequence is EMGANFKADR. The MHC is HLA-A33:01 with pseudo-sequence HLA-A33:01. The binding affinity (normalized) is 0.322. (2) The peptide sequence is PIPSSWAFGK. The MHC is Patr-A0301 with pseudo-sequence Patr-A0301. The binding affinity (normalized) is 0.154. (3) The peptide sequence is LVSLGAISF. The MHC is Mamu-A02 with pseudo-sequence Mamu-A02. The binding affinity (normalized) is 0.655. (4) The peptide sequence is VVVPDYGTYK. The MHC is HLA-A33:01 with pseudo-sequence HLA-A33:01. The binding affinity (normalized) is 0.229. (5) The MHC is H-2-Db with pseudo-sequence H-2-Db. The binding affinity (normalized) is 0.0721. The peptide sequence is QMLPPTDPL. (6) The peptide sequence is AMMWRIAQL. The MHC is HLA-B08:01 with pseudo-sequence HLA-B08:01. The binding affinity (normalized) is 0.407.